This data is from Reaction yield outcomes from USPTO patents with 853,638 reactions. The task is: Predict the reaction yield, written as a fraction of the theoretical maximum amount of product (1.0 means a 100% yield; for example, 0.34 means a 34% yield). (1) The reactants are [Li+].CC([N-]C(C)C)C.[CH:9]([N:12]1[CH:16]=[CH:15][CH:14]=[N:13]1)([CH3:11])[CH3:10].[CH2:17]([Sn:21](Cl)([CH2:26][CH2:27][CH2:28][CH3:29])[CH2:22][CH2:23][CH2:24][CH3:25])[CH2:18][CH2:19][CH3:20]. The catalyst is C1COCC1. The product is [CH:9]([N:12]1[C:16]([Sn:21]([CH2:22][CH2:23][CH2:24][CH3:25])([CH2:26][CH2:27][CH2:28][CH3:29])[CH2:17][CH2:18][CH2:19][CH3:20])=[CH:15][CH:14]=[N:13]1)([CH3:11])[CH3:10]. The yield is 0.820. (2) The reactants are [C:1]([O:5][C:6]([N:8]1[C:16]2[C:11](=[CH:12][CH:13]=[C:14]([CH:17]=O)[CH:15]=2)[CH:10]=[C:9]1[C:19]1[CH:24]=[C:23]([Cl:25])[N:22]=[N:21][C:20]=1[O:26][CH3:27])=[O:7])([CH3:4])([CH3:3])[CH3:2].[CH3:28][N:29]1[CH2:34][CH2:33][NH:32][CH2:31][CH2:30]1.C(O[BH-](OC(=O)C)OC(=O)C)(=O)C.[Na+].C([O-])(O)=O.[Na+].C(=O)=O. The catalyst is ClCCl.C(O)(=O)C. The product is [C:1]([O:5][C:6]([N:8]1[C:16]2[C:11](=[CH:12][CH:13]=[C:14]([CH2:17][N:32]3[CH2:33][CH2:34][N:29]([CH3:28])[CH2:30][CH2:31]3)[CH:15]=2)[CH:10]=[C:9]1[C:19]1[CH:24]=[C:23]([Cl:25])[N:22]=[N:21][C:20]=1[O:26][CH3:27])=[O:7])([CH3:2])([CH3:3])[CH3:4]. The yield is 0.500. (3) The reactants are C[N:2](C)[CH:3]=[CH:4][C:5]([C:7]1[C:12](=[O:13])[CH:11]=[CH:10][N:9]([C:14]2[CH:19]=[CH:18][CH:17]=[C:16]([C:20]([F:23])([F:22])[F:21])[CH:15]=2)[N:8]=1)=O.Cl.[CH3:26][O:27][C:28]1[CH:36]=[CH:35][C:31]([CH2:32][NH:33]N)=[CH:30][CH:29]=1.CCN(CC)CC.Cl. The catalyst is CO. The product is [CH3:26][O:27][C:28]1[CH:36]=[CH:35][C:31]([CH2:32][N:33]2[C:5]([C:7]3[C:12](=[O:13])[CH:11]=[CH:10][N:9]([C:14]4[CH:19]=[CH:18][CH:17]=[C:16]([C:20]([F:23])([F:22])[F:21])[CH:15]=4)[N:8]=3)=[CH:4][CH:3]=[N:2]2)=[CH:30][CH:29]=1. The yield is 0.430. (4) The reactants are [C:1]([C:3]1([C:13]2[CH:18]=[CH:17][CH:16]=[CH:15][CH:14]=2)[C:11]2[C:6](=[CH:7][CH:8]=[CH:9][CH:10]=2)[C:5](=O)[O:4]1)#[N:2].C1(C)C=CC=CC=1.[H-].[Al+3].[Li+].[H-].[H-].[H-]. The catalyst is C(OCC)C. The product is [C:13]1([C:3]2([OH:4])[C:11]3[C:6](=[CH:7][CH:8]=[CH:9][CH:10]=3)[CH2:5][NH:2][CH2:1]2)[CH:18]=[CH:17][CH:16]=[CH:15][CH:14]=1. The yield is 0.990. (5) The reactants are [C:1]([O:5][C:6]([N:8]([CH3:51])[C@@H:9]([CH3:50])[C:10]([NH:12][C@@H:13]([C:46]([CH3:49])([CH3:48])[CH3:47])[C:14]([N:16]1[C@H:20]([C:21](=[O:33])[NH:22][C@H:23]2[C:32]3[C:27](=[CH:28][CH:29]=[CH:30][CH:31]=3)[CH2:26][CH2:25][CH2:24]2)[CH2:19][C@H:18]([O:34][CH2:35][C:36]2[CH:45]=[CH:44][C:39]([C:40]([O:42]C)=[O:41])=[CH:38][CH:37]=2)[CH2:17]1)=[O:15])=[O:11])=[O:7])([CH3:4])([CH3:3])[CH3:2].[OH-].[Na+].Cl. The catalyst is C1COCC1.CO.O. The product is [C:1]([O:5][C:6]([N:8]([CH3:51])[C@@H:9]([CH3:50])[C:10]([NH:12][C@@H:13]([C:46]([CH3:49])([CH3:48])[CH3:47])[C:14]([N:16]1[C@H:20]([C:21](=[O:33])[NH:22][C@H:23]2[C:32]3[C:27](=[CH:28][CH:29]=[CH:30][CH:31]=3)[CH2:26][CH2:25][CH2:24]2)[CH2:19][C@H:18]([O:34][CH2:35][C:36]2[CH:45]=[CH:44][C:39]([C:40]([OH:42])=[O:41])=[CH:38][CH:37]=2)[CH2:17]1)=[O:15])=[O:11])=[O:7])([CH3:4])([CH3:3])[CH3:2]. The yield is 0.980. (6) The reactants are C(OC(=O)[NH:7][C:8]1([C:17]2[CH:22]=[CH:21][CH:20]=[CH:19][CH:18]=2)[CH2:13][CH2:12][C:11]([CH3:15])([CH3:14])[N:10]([CH3:16])[CH2:9]1)(C)(C)C.Cl.CO. The catalyst is O1CCOCC1. The product is [CH3:16][N:10]1[C:11]([CH3:15])([CH3:14])[CH2:12][CH2:13][C:8]([NH2:7])([C:17]2[CH:22]=[CH:21][CH:20]=[CH:19][CH:18]=2)[CH2:9]1. The yield is 0.640. (7) The reactants are [CH3:1][O:2][C:3]1[C:4]([NH:15][C:16]2[CH:17]=[C:18]3[C:22](=[CH:23][CH:24]=2)[NH:21][N:20]=[CH:19]3)=[N:5][C:6](S(C)(=O)=O)=[N:7][C:8]=1[O:9][CH3:10].[CH2:25]1[C:33]2[C:28](=[CH:29][CH:30]=[CH:31][CH:32]=2)[CH2:27][NH:26]1. The catalyst is O1CCOCC1. The product is [CH2:25]1[C:33]2[C:28](=[CH:29][CH:30]=[CH:31][CH:32]=2)[CH2:27][N:26]1[C:6]1[N:5]=[C:4]([NH:15][C:16]2[CH:17]=[C:18]3[C:22](=[CH:23][CH:24]=2)[NH:21][N:20]=[CH:19]3)[C:3]([O:2][CH3:1])=[C:8]([O:9][CH3:10])[N:7]=1. The yield is 0.180.